Regression/Classification. Given a drug SMILES string, predict its toxicity properties. Task type varies by dataset: regression for continuous values (e.g., LD50, hERG inhibition percentage) or binary classification for toxic/non-toxic outcomes (e.g., AMES mutagenicity, cardiotoxicity, hepatotoxicity). Dataset: ld50_zhu. From a dataset of Acute oral toxicity (LD50) regression data from Zhu et al.. (1) The drug is CN(C)C1CC(c2ccccc2)c2ccccc21. The rat oral LD50 is 3.13, given as -log10 of the dose in mol/kg body weight (higher means more acutely toxic). (2) The rat oral LD50 is 1.70, given as -log10 of the dose in mol/kg body weight (higher means more acutely toxic). The compound is Nc1c(Cl)cc(Cl)cc1C(=O)O. (3) The molecule is CCOP(=S)(Oc1cnn(C)c(=O)c1Cl)OC(C)C. The rat oral LD50 is 3.46, given as -log10 of the dose in mol/kg body weight (higher means more acutely toxic). (4) The drug is CCCCCCCCCCOC(=O)c1ccccc1C(=O)OCCCCCC. The rat oral LD50 is 0.901, given as -log10 of the dose in mol/kg body weight (higher means more acutely toxic). (5) The drug is O=C(O)c1cccc2c(Cl)ccc(C(=O)O)c12. The rat oral LD50 is 1.85, given as -log10 of the dose in mol/kg body weight (higher means more acutely toxic). (6) The rat oral LD50 is 2.63, given as -log10 of the dose in mol/kg body weight (higher means more acutely toxic). The drug is CN(C)C(=S)SSC(=S)N(C)C.